From a dataset of Full USPTO retrosynthesis dataset with 1.9M reactions from patents (1976-2016). Predict the reactants needed to synthesize the given product. (1) Given the product [ClH:1].[Cl:18][C:19]1[CH:24]=[C:23]([Cl:25])[CH:22]=[CH:21][C:20]=1[N:26]1[CH2:27][CH2:28][N:29]([CH2:2][CH2:3][CH2:4][CH2:5][C:6]2([CH2:16][CH3:17])[C:14]3[C:9](=[CH:10][CH:11]=[CH:12][CH:13]=3)[NH:8][C:7]2=[O:15])[CH2:30][CH2:31]1, predict the reactants needed to synthesize it. The reactants are: [Cl:1][CH2:2][CH2:3][CH2:4][CH2:5][C:6]1([CH2:16][CH3:17])[C:14]2[C:9](=[CH:10][CH:11]=[CH:12][CH:13]=2)[NH:8][C:7]1=[O:15].[Cl:18][C:19]1[CH:24]=[C:23]([Cl:25])[CH:22]=[CH:21][C:20]=1[N:26]1[CH2:31][CH2:30][NH:29][CH2:28][CH2:27]1. (2) Given the product [NH2:15][C:7]1[N:6]=[C:5]([CH:9]2[CH2:11][CH2:10]2)[N:4]=[C:3]([C:12]([OH:14])=[O:13])[C:2]=1[Cl:1], predict the reactants needed to synthesize it. The reactants are: [Cl:1][C:2]1[C:3]([C:12]([OH:14])=[O:13])=[N:4][C:5]([CH:9]2[CH2:11][CH2:10]2)=[N:6][C:7]=1Cl.[NH3:15].